Dataset: NCI-60 drug combinations with 297,098 pairs across 59 cell lines. Task: Regression. Given two drug SMILES strings and cell line genomic features, predict the synergy score measuring deviation from expected non-interaction effect. (1) Drug 1: C1CC(C1)(C(=O)O)C(=O)O.[NH2-].[NH2-].[Pt+2]. Drug 2: CC1CCC2CC(C(=CC=CC=CC(CC(C(=O)C(C(C(=CC(C(=O)CC(OC(=O)C3CCCCN3C(=O)C(=O)C1(O2)O)C(C)CC4CCC(C(C4)OC)OCCO)C)C)O)OC)C)C)C)OC. Cell line: OVCAR-4. Synergy scores: CSS=1.77, Synergy_ZIP=-1.50, Synergy_Bliss=-0.585, Synergy_Loewe=-9.99, Synergy_HSA=-2.32. (2) Drug 1: CC1C(C(CC(O1)OC2CC(CC3=C2C(=C4C(=C3O)C(=O)C5=C(C4=O)C(=CC=C5)OC)O)(C(=O)CO)O)N)O.Cl. Drug 2: CC1CCCC2(C(O2)CC(NC(=O)CC(C(C(=O)C(C1O)C)(C)C)O)C(=CC3=CSC(=N3)C)C)C. Cell line: UACC62. Synergy scores: CSS=53.0, Synergy_ZIP=4.60, Synergy_Bliss=3.14, Synergy_Loewe=1.93, Synergy_HSA=5.22. (3) Drug 1: CC1C(C(CC(O1)OC2CC(CC3=C2C(=C4C(=C3O)C(=O)C5=C(C4=O)C(=CC=C5)OC)O)(C(=O)CO)O)N)O.Cl. Drug 2: C1CC(=O)NC(=O)C1N2C(=O)C3=CC=CC=C3C2=O. Cell line: NCI-H322M. Synergy scores: CSS=-0.361, Synergy_ZIP=0.383, Synergy_Bliss=-0.212, Synergy_Loewe=-0.345, Synergy_HSA=-1.50. (4) Drug 1: CN(CC1=CN=C2C(=N1)C(=NC(=N2)N)N)C3=CC=C(C=C3)C(=O)NC(CCC(=O)O)C(=O)O. Drug 2: CC1=C(C(=O)C2=C(C1=O)N3CC4C(C3(C2COC(=O)N)OC)N4)N. Cell line: NCI/ADR-RES. Synergy scores: CSS=21.1, Synergy_ZIP=-19.0, Synergy_Bliss=-24.0, Synergy_Loewe=-27.0, Synergy_HSA=-20.6.